Dataset: Forward reaction prediction with 1.9M reactions from USPTO patents (1976-2016). Task: Predict the product of the given reaction. (1) Given the reactants [F:1][C:2]1[CH:3]=[C:4]([N:19](C2C=CC(F)=CC=2)[C:20]([C:22]2([C:25]([NH2:27])=[O:26])[CH2:24][CH2:23]2)=[O:21])[CH:5]=[CH:6][C:7]=1[O:8][C:9]1[CH:14]=[CH:13][N:12]=[C:11]2[CH:15]=[C:16](I)[S:17][C:10]=12.[C:35]([CH:37]1[CH2:42][CH2:41][N:40]([C:43]([O:45][C:46]([CH3:49])([CH3:48])[CH3:47])=[O:44])[CH2:39][CH2:38]1)#[CH:36], predict the reaction product. The product is: [C:25]([C:22]1([C:20]([NH:19][C:4]2[CH:5]=[CH:6][C:7]([O:8][C:9]3[CH:14]=[CH:13][N:12]=[C:11]4[CH:15]=[C:16]([C:36]#[C:35][CH:37]5[CH2:38][CH2:39][N:40]([C:43]([O:45][C:46]([CH3:49])([CH3:48])[CH3:47])=[O:44])[CH2:41][CH2:42]5)[S:17][C:10]=34)=[C:2]([F:1])[CH:3]=2)=[O:21])[CH2:23][CH2:24]1)(=[O:26])[NH2:27]. (2) The product is: [CH:30]([N:11]1[CH:12]=[C:7]([C:6]#[C:5][Si:2]([CH3:3])([CH3:4])[CH3:1])[C:8](=[O:14])[NH:9][C:10]1=[O:13])([C:31]1[CH:36]=[CH:35][CH:34]=[CH:33][CH:32]=1)[C:37]1[CH:42]=[CH:41][CH:40]=[CH:39][CH:38]=1. Given the reactants [CH3:1][Si:2]([C:5]#[C:6][C:7]1[C:8](=[O:14])[NH:9][C:10](=[O:13])[NH:11][CH:12]=1)([CH3:4])[CH3:3].O=P12OP3(OP(OP(O3)(O1)=O)(=O)O2)=O.Br[CH:30]([C:37]1[CH:42]=[CH:41][CH:40]=[CH:39][CH:38]=1)[C:31]1[CH:36]=[CH:35][CH:34]=[CH:33][CH:32]=1, predict the reaction product. (3) Given the reactants [CH3:1][C:2]1[N:3]([C:8]2[N:13]=[C:12]([CH3:14])[C:11]([O:15][CH2:16][C:17]3[CH:22]=[CH:21][CH:20]=[CH:19][CH:18]=3)=[C:10]([CH3:23])[N:9]=2)[C:4]([CH3:7])=[CH:5][CH:6]=1.[Li]CCCC.Br[CH2:30][CH2:31][CH2:32][CH2:33][CH2:34][CH2:35][CH2:36][CH2:37][CH2:38][O:39][CH2:40][C:41]1[CH:46]=[CH:45][CH:44]=[CH:43][CH:42]=1, predict the reaction product. The product is: [CH3:1][C:2]1[N:3]([C:8]2[N:9]=[C:10]([CH3:23])[C:11]([O:15][CH2:16][C:17]3[CH:22]=[CH:21][CH:20]=[CH:19][CH:18]=3)=[C:12]([CH2:14][CH2:30][CH2:31][CH2:32][CH2:33][CH2:34][CH2:35][CH2:36][CH2:37][CH2:38][O:39][CH2:40][C:41]3[CH:42]=[CH:43][CH:44]=[CH:45][CH:46]=3)[N:13]=2)[C:4]([CH3:7])=[CH:5][CH:6]=1.